Predict which catalyst facilitates the given reaction. From a dataset of Catalyst prediction with 721,799 reactions and 888 catalyst types from USPTO. (1) Reactant: [Cl:1][C:2]1[CH:3]=[C:4]([NH:17][C:18]2[N:22]=[C:21]([NH2:23])[NH:20][N:19]=2)[CH:5]=[C:6]([Cl:16])[C:7]=1[C:8]1[CH:9]=[N:10][C:11]([O:14]C)=[CH:12][CH:13]=1.Br. Product: [NH2:23][C:21]1[NH:20][N:19]=[C:18]([NH:17][C:4]2[CH:3]=[C:2]([Cl:1])[C:7]([C:8]3[CH:13]=[CH:12][C:11](=[O:14])[NH:10][CH:9]=3)=[C:6]([Cl:16])[CH:5]=2)[N:22]=1. The catalyst class is: 52. (2) Reactant: [Cl:1][C:2]1[CH:18]=[CH:17][C:5]2[CH2:6][CH2:7][N:8]([C:11](=[O:16])[C:12]([F:15])([F:14])[F:13])[CH2:9][CH2:10][C:4]=2[C:3]=1OS(C(F)(F)F)(=O)=O.[F:27][C:28]([F:41])([F:40])[CH:29]([CH3:39])[O:30][C:31]1[CH:38]=[CH:37][C:34]([CH2:35][NH2:36])=[CH:33][CH:32]=1. Product: [Cl:1][C:2]1[CH:18]=[CH:17][C:5]2[CH2:6][CH2:7][N:8]([C:11](=[O:16])[C:12]([F:15])([F:14])[F:13])[CH2:9][CH2:10][C:4]=2[C:3]=1[NH:36][CH2:35][C:34]1[CH:37]=[CH:38][C:31]([O:30][CH:29]([CH3:39])[C:28]([F:27])([F:40])[F:41])=[CH:32][CH:33]=1. The catalyst class is: 11. (3) Reactant: Cl.Cl.[NH2:3][C:4]1[NH:8][C:7]2[CH:9]=[CH:10][C:11]([C:13]3[N:18]=[C:17]4[N:19]([CH2:23][CH:24]5[CH2:29][CH2:28][O:27][CH2:26][CH2:25]5)[C:20](=[O:22])[NH:21][C:16]4=[N:15][CH:14]=3)=[CH:12][C:6]=2[N:5]=1.C(OC(N(C(OC(C)(C)C)=O)C1N(C(OC(C)(C)C)=O)C2C=CC([Sn](C)(C)C)=CC=2N=1)=O)(C)(C)C.BrC1N=C2N(CC3CCOCC3)C(=O)NC2=NC=1. Product: [NH2:3][C:4]1[NH:8][C:7]2[CH:9]=[CH:10][C:11]([C:13]3[N:18]=[C:17]4[N:19]([CH2:23][CH:24]5[CH2:25][CH2:26][O:27][CH2:28][CH2:29]5)[C:20](=[O:22])[NH:21][C:16]4=[N:15][CH:14]=3)=[CH:12][C:6]=2[N:5]=1. The catalyst class is: 233. (4) Reactant: [CH3:1][N:2]1[CH2:28][CH2:27][C:5]2[N:6]([CH2:14][C:15]([C:18]3[CH:26]=[CH:25][C:21](C(O)=O)=[CH:20][CH:19]=3)([OH:17])[CH3:16])[C:7]3[CH:8]=[CH:9][C:10]([CH3:13])=[CH:11][C:12]=3[C:4]=2[CH2:3]1.CCN=C=N[CH2:34][CH2:35][CH2:36][N:37]([CH3:39])C.Cl.N1CCCC1.[C:46]([O-:49])(O)=O.[Na+]. Product: [CH3:1][N:2]1[CH2:28][CH2:27][C:5]2[N:6]([CH2:14][C:15]([C:18]3[CH:19]=[CH:20][C:21]([C:46]([N:37]4[CH2:36][CH2:35][CH2:34][CH2:39]4)=[O:49])=[CH:25][CH:26]=3)([OH:17])[CH3:16])[C:7]3[CH:8]=[CH:9][C:10]([CH3:13])=[CH:11][C:12]=3[C:4]=2[CH2:3]1. The catalyst class is: 2.